This data is from Reaction yield outcomes from USPTO patents with 853,638 reactions. The task is: Predict the reaction yield, written as a fraction of the theoretical maximum amount of product (1.0 means a 100% yield; for example, 0.34 means a 34% yield). (1) The reactants are [C:1](N1C=CC=CC1=O)(N1C=CC=CC1=O)=[S:2].[CH3:17][C:18]1[CH:19]=[C:20]2[C:25](=[CH:26][CH:27]=1)[CH:24]=[N:23][C:22]([NH2:28])=[CH:21]2. The catalyst is ClCCl. The product is [N:28]([C:22]1[N:23]=[CH:24][C:25]2[C:20]([CH:21]=1)=[CH:19][C:18]([CH3:17])=[CH:27][CH:26]=2)=[C:1]=[S:2]. The yield is 0.474. (2) The reactants are [BrH:1].[NH2:2][CH:3]1[CH2:8][CH2:7][O:6][C:4]1=[O:5]. The catalyst is Br.CC(O)=O. The product is [BrH:1].[NH2:2][CH:3]([CH2:8][CH2:7][Br:1])[C:4]([OH:6])=[O:5]. The yield is 0.640.